From a dataset of Catalyst prediction with 721,799 reactions and 888 catalyst types from USPTO. Predict which catalyst facilitates the given reaction. (1) Reactant: [N:1]1[C:10]2[CH:9]([NH:11][CH2:12][CH2:13][CH2:14][CH2:15][NH2:16])[CH2:8][CH2:7][CH2:6][C:5]=2[CH:4]=[CH:3][CH:2]=1.C(N(CC)CC)C.[CH3:24][C:25]([O:28][C:29](ON=C(C1C=CC=CC=1)C#N)=[O:30])([CH3:27])[CH3:26]. Product: [C:25]([O:28][C:29](=[O:30])[NH:16][CH2:15][CH2:14][CH2:13][CH2:12][NH:11][CH:9]1[C:10]2[N:1]=[CH:2][CH:3]=[CH:4][C:5]=2[CH2:6][CH2:7][CH2:8]1)([CH3:27])([CH3:26])[CH3:24]. The catalyst class is: 7. (2) Reactant: [CH3:1][C:2]([Mg]Br)=[CH:3][CH3:4].[CH2:7]([O:11][CH:12]([O:22][CH2:23][CH2:24][CH2:25][CH3:26])[C:13]1[C:18]([N+:19]([O-])=O)=[CH:17][CH:16]=[CH:15][N:14]=1)[CH2:8][CH2:9][CH3:10].[Cl-].[NH4+]. Product: [CH2:7]([O:11][CH:12]([O:22][CH2:23][CH2:24][CH2:25][CH3:26])[C:13]1[N:14]=[CH:15][CH:16]=[C:17]2[C:3]([CH3:4])=[C:2]([CH3:1])[NH:19][C:18]=12)[CH2:8][CH2:9][CH3:10]. The catalyst class is: 54.